Dataset: Reaction yield outcomes from USPTO patents with 853,638 reactions. Task: Predict the reaction yield, written as a fraction of the theoretical maximum amount of product (1.0 means a 100% yield; for example, 0.34 means a 34% yield). (1) The reactants are [C:1]([C:5]1[NH:6][C:7]2[C:12]([CH:13]=1)=[CH:11][C:10]([N+:14]([O-])=O)=[CH:9][C:8]=2[C:17]#[N:18])([CH3:4])([CH3:3])[CH3:2].[BH4-].[Na+]. The catalyst is CO. The product is [NH2:14][C:10]1[CH:11]=[C:12]2[C:7](=[C:8]([C:17]#[N:18])[CH:9]=1)[NH:6][C:5]([C:1]([CH3:4])([CH3:3])[CH3:2])=[CH:13]2. The yield is 0.320. (2) The reactants are I[C:2]1[NH:3][CH:4]=[CH:5][N:6]=1.Cl.[NH2:8][C:9]1[CH:10]=[C:11](B(O)O)[CH:12]=[CH:13][C:14]=1[CH3:15].CC([O-])=O.[K+]. The catalyst is O1CCOCC1.O.C1C=CC([P]([Pd]([P](C2C=CC=CC=2)(C2C=CC=CC=2)C2C=CC=CC=2)([P](C2C=CC=CC=2)(C2C=CC=CC=2)C2C=CC=CC=2)[P](C2C=CC=CC=2)(C2C=CC=CC=2)C2C=CC=CC=2)(C2C=CC=CC=2)C2C=CC=CC=2)=CC=1. The product is [NH:6]1[CH:5]=[CH:4][N:3]=[C:2]1[C:11]1[CH:12]=[CH:13][C:14]([CH3:15])=[C:9]([CH:10]=1)[NH2:8]. The yield is 0.429. (3) The reactants are [F:1][C:2]1[C:7]([F:8])=[C:6]([N:9]2[CH2:14][CH2:13][O:12][CH2:11][CH2:10]2)[CH:5]=[CH:4][C:3]=1[N:15]1[CH:20]=[C:19]([O:21][CH3:22])[C:18](=[O:23])[C:17]([C:24]([O:26]C)=[O:25])=[N:16]1.[OH-].[Na+].Cl. The catalyst is CCO. The product is [F:1][C:2]1[C:7]([F:8])=[C:6]([N:9]2[CH2:10][CH2:11][O:12][CH2:13][CH2:14]2)[CH:5]=[CH:4][C:3]=1[N:15]1[CH:20]=[C:19]([O:21][CH3:22])[C:18](=[O:23])[C:17]([C:24]([OH:26])=[O:25])=[N:16]1. The yield is 0.980. (4) The product is [F:27][C:24]1[CH:25]=[CH:26][C:21]([C:6]2[O:7][C:8]3[CH:13]=[C:12]([N:14]([CH3:15])[S:16]([CH3:19])(=[O:18])=[O:17])[C:11]([C:35]4[CH:34]=[CH:33][CH:32]=[C:31]([N+:28]([O-:30])=[O:29])[CH:36]=4)=[CH:10][C:9]=3[C:5]=2[C:3]([NH:2][CH3:1])=[O:4])=[CH:22][CH:23]=1. The catalyst is CN(C=O)C.CCOC(C)=O.C1C=CC(P(C2C=CC=CC=2)[C-]2C=CC=C2)=CC=1.C1C=CC(P(C2C=CC=CC=2)[C-]2C=CC=C2)=CC=1.Cl[Pd]Cl.[Fe+2]. The reactants are [CH3:1][NH:2][C:3]([C:5]1[C:9]2[CH:10]=[C:11](Br)[C:12]([N:14]([S:16]([CH3:19])(=[O:18])=[O:17])[CH3:15])=[CH:13][C:8]=2[O:7][C:6]=1[C:21]1[CH:26]=[CH:25][C:24]([F:27])=[CH:23][CH:22]=1)=[O:4].[N+:28]([C:31]1[CH:32]=[C:33](B(O)O)[CH:34]=[CH:35][CH:36]=1)([O-:30])=[O:29].[O-]P([O-])([O-])=O.[K+].[K+].[K+]. The yield is 0.840. (5) The reactants are O[CH:2]=[C:3]1[C:11]2[C:6](=[CH:7][C:8]([C:12]([C:14]3[CH:15]=[C:16]([NH:20][C:21]([C:23]4[N:24]([CH3:29])[N:25]=[C:26]([CH3:28])[CH:27]=4)=[O:22])[CH:17]=[CH:18][CH:19]=3)=[O:13])=[CH:9][CH:10]=2)[NH:5][C:4]1=[O:30].C1COCC1.[NH2:36][C:37]1[CH:42]=[CH:41][C:40]([N:43]2[CH2:48][CH2:47][CH:46]([OH:49])[CH2:45][CH2:44]2)=[CH:39][CH:38]=1. The catalyst is CCOC(C)=O. The product is [OH:49][CH:46]1[CH2:45][CH2:44][N:43]([C:40]2[CH:41]=[CH:42][C:37]([NH:36][CH:2]=[C:3]3[C:11]4[C:6](=[CH:7][C:8]([C:12]([C:14]5[CH:15]=[C:16]([NH:20][C:21]([C:23]6[N:24]([CH3:29])[N:25]=[C:26]([CH3:28])[CH:27]=6)=[O:22])[CH:17]=[CH:18][CH:19]=5)=[O:13])=[CH:9][CH:10]=4)[NH:5][C:4]3=[O:30])=[CH:38][CH:39]=2)[CH2:48][CH2:47]1. The yield is 0.240. (6) The reactants are Cl[C:2]1[N:7]=[C:6]([NH:8][CH3:9])[N:5]=[C:4]([NH:10][CH2:11][C:12]#[CH:13])[N:3]=1.[CH2:14]([NH2:16])[CH3:15].C([O-])(O)=O.[Na+]. The catalyst is O1CCOCC1. The product is [CH2:14]([NH:16][C:2]1[N:7]=[C:6]([NH:8][CH3:9])[N:5]=[C:4]([NH:10][CH2:11][C:12]#[CH:13])[N:3]=1)[CH3:15]. The yield is 0.870. (7) The reactants are [H-].[Al+3].[Li+].[H-].[H-].[H-].[CH3:7][C:8]1([CH3:16])[CH2:13][CH2:12][CH2:11][NH:10][CH:9]1[C:14]#[N:15].[OH-].[Na+].S([O-])([O-])(=O)=O.[Na+].[Na+]. The catalyst is O1CCCC1.O. The product is [CH3:7][C:8]1([CH3:16])[CH2:13][CH2:12][CH2:11][NH:10][CH:9]1[CH2:14][NH2:15]. The yield is 0.790.